Dataset: Catalyst prediction with 721,799 reactions and 888 catalyst types from USPTO. Task: Predict which catalyst facilitates the given reaction. Reactant: Cl.[Cl:2][C:3]1[CH:4]=[C:5]([CH:20]=[CH:21][C:22]=1[Cl:23])[CH2:6][NH:7][C:8]1[CH:9]=[CH:10][C:11]2[N:12]([C:14]([C:17]([OH:19])=O)=[CH:15][N:16]=2)[N:13]=1.O.ON1C2C=CC=CC=2N=N1.Cl.CN(C)CCCN=C=NCC.C(N(CC)CC)C.[NH:54]1[CH2:59][CH2:58][O:57][CH2:56][CH2:55]1.C(=O)([O-])[O-].[K+].[K+]. Product: [Cl:2][C:3]1[CH:4]=[C:5]([CH:20]=[CH:21][C:22]=1[Cl:23])[CH2:6][NH:7][C:8]1[CH:9]=[CH:10][C:11]2[N:12]([C:14]([C:17]([N:54]3[CH2:59][CH2:58][O:57][CH2:56][CH2:55]3)=[O:19])=[CH:15][N:16]=2)[N:13]=1. The catalyst class is: 9.